From a dataset of Full USPTO retrosynthesis dataset with 1.9M reactions from patents (1976-2016). Predict the reactants needed to synthesize the given product. (1) Given the product [Cl:1][C:2]1[C:11]2[C:6](=[CH:7][C:8]([Cl:12])=[CH:9][CH:10]=2)[N+:5]([O-:18])=[CH:4][CH:3]=1, predict the reactants needed to synthesize it. The reactants are: [Cl:1][C:2]1[C:11]2[C:6](=[CH:7][C:8]([Cl:12])=[CH:9][CH:10]=2)[N:5]=[CH:4][CH:3]=1.ClC1C=C(C=CC=1)C(OO)=[O:18].[OH-].[Ca+2].[OH-]. (2) Given the product [OH:48][C@H:38]([CH2:39][O:40][C:41]1[CH:46]=[CH:45][C:44]([OH:47])=[CH:43][CH:42]=1)[CH2:37][NH:36][CH:2]1[CH2:7][CH2:6][N:5]([C:8]2[CH:13]=[CH:12][C:11]([NH:14][S:15]([C:18]3[S:19][C:20]([S:23]([C:26]4[CH:31]=[CH:30][C:29]([C:32]([F:35])([F:33])[F:34])=[CH:28][N:27]=4)(=[O:25])=[O:24])=[CH:21][CH:22]=3)(=[O:16])=[O:17])=[CH:10][CH:9]=2)[CH2:4][CH2:3]1, predict the reactants needed to synthesize it. The reactants are: O=[C:2]1[CH2:7][CH2:6][N:5]([C:8]2[CH:13]=[CH:12][C:11]([NH:14][S:15]([C:18]3[S:19][C:20]([S:23]([C:26]4[CH:31]=[CH:30][C:29]([C:32]([F:35])([F:34])[F:33])=[CH:28][N:27]=4)(=[O:25])=[O:24])=[CH:21][CH:22]=3)(=[O:17])=[O:16])=[CH:10][CH:9]=2)[CH2:4][CH2:3]1.[NH2:36][CH2:37][C@H:38]([OH:48])[CH2:39][O:40][C:41]1[CH:46]=[CH:45][C:44]([OH:47])=[CH:43][CH:42]=1. (3) Given the product [Cl:3][C:4]1[CH:5]=[C:6]([O:12][CH2:13][C:14]2([CH3:19])[CH2:18][CH2:17][N:16]([C:28]([C@H:25]3[CH2:24][CH2:23][C@H:22]([C:21]([F:20])([F:31])[F:32])[CH2:27][CH2:26]3)=[O:29])[CH2:15]2)[C:7]([C:10]#[N:11])=[N:8][CH:9]=1, predict the reactants needed to synthesize it. The reactants are: Cl.Cl.[Cl:3][C:4]1[CH:5]=[C:6]([O:12][CH2:13][C:14]2([CH3:19])[CH2:18][CH2:17][NH:16][CH2:15]2)[C:7]([C:10]#[N:11])=[N:8][CH:9]=1.[F:20][C:21]([F:32])([F:31])[C@H:22]1[CH2:27][CH2:26][C@H:25]([C:28](O)=[O:29])[CH2:24][CH2:23]1.N1C2C(=CC=CC=2)C=C1C(O)=O. (4) Given the product [F:1][C:2]1[CH:7]=[CH:6][C:5]([C:8]2[C:13]([C:14]3[CH:19]=[CH:18][C:17]4[N:16]([CH:22]=[N:21][CH:20]=4)[CH:15]=3)=[CH:12][CH:11]=[CH:10][N:9]=2)=[CH:4][C:3]=1[CH3:24], predict the reactants needed to synthesize it. The reactants are: [F:1][C:2]1[CH:7]=[CH:6][C:5]([C:8]2[C:13]([C:14]3[CH:15]=[N:16][C:17]([CH2:20][NH:21][CH:22]=O)=[CH:18][CH:19]=3)=[CH:12][CH:11]=[CH:10][N:9]=2)=[CH:4][C:3]=1[CH3:24].O=P(Cl)(Cl)Cl. (5) Given the product [O:35]([C:3]1[CH:4]=[CH:5][S:1][C:2]=1[S:6]([NH2:9])(=[O:8])=[O:7])[C:30]1[CH:31]=[CH:32][CH:33]=[CH:34][CH:29]=1, predict the reactants needed to synthesize it. The reactants are: [S:1]1[CH:5]=[CH:4][CH:3]=[C:2]1[S:6]([NH2:9])(=[O:8])=[O:7].C([O-])([O-])=O.[Cs+].[Cs+].C(C1([C:29]2[CH:34]=[CH:33][CH:32]=[CH:31][C:30]=2[OH:35])CNCCN1C([O-])=O)CCC.